Task: Predict the reactants needed to synthesize the given product.. Dataset: Full USPTO retrosynthesis dataset with 1.9M reactions from patents (1976-2016) Given the product [C:10](=[O:13])([S:12][CH2:4][CH2:5][CH2:6][CH2:7][CH2:8][Br:9])[CH3:11], predict the reactants needed to synthesize it. The reactants are: [OH-].[Na+].Br[CH2:4][CH2:5][CH2:6][CH2:7][CH2:8][Br:9].[C:10](=[O:13])([SH:12])[CH3:11].